Dataset: Catalyst prediction with 721,799 reactions and 888 catalyst types from USPTO. Task: Predict which catalyst facilitates the given reaction. (1) Reactant: [CH3:1][O:2][C:3]([C:5]12[CH2:14][CH:9]3[CH2:10][CH:11]([CH2:13][C:7]([C:15](O)=[O:16])([CH2:8]3)[CH2:6]1)[CH2:12]2)=[O:4].CN(C(ON1N=NC2C=CC=NC1=2)=[N+](C)C)C.F[P-](F)(F)(F)(F)F.Cl.[NH2:43][CH2:44][C:45]([C:47]1[CH:52]=[CH:51][C:50]([N+:53]([O-:55])=[O:54])=[CH:49][CH:48]=1)=[O:46].CCN(C(C)C)C(C)C. Product: [N+:53]([C:50]1[CH:49]=[CH:48][C:47]([C:45](=[O:46])[CH2:44][NH:43][C:15]([C:7]23[CH2:13][CH:11]4[CH2:10][CH:9]([CH2:14][C:5]([C:3]([O:2][CH3:1])=[O:4])([CH2:12]4)[CH2:6]2)[CH2:8]3)=[O:16])=[CH:52][CH:51]=1)([O-:55])=[O:54]. The catalyst class is: 18. (2) Reactant: C1(C)C=CC(S([O-])(=O)=O)=CC=1.[NH+]1C=CC=CC=1.[C:18]([O:21][CH:22]1[C:23]([O:61]C(OCC)C)([CH3:60])[CH2:24][CH2:25][CH:26]([OH:59])[CH2:27][C:28]([O:30][CH:31](/[C:36](/[CH3:58])=[CH:37]/[CH:38]=[CH:39]/[CH:40]([CH3:57])[CH2:41][CH:42]2[O:56][CH:43]2[CH:44]([CH3:55])[CH:45]([O:48][C:49](=[O:54])[CH2:50][O:51][CH2:52][CH3:53])[CH2:46][CH3:47])[CH:32]([CH3:35])[CH:33]=[CH:34]1)=[O:29])(=[O:20])[CH3:19]. Product: [C:18]([O:21][CH:22]1[C:23]([OH:61])([CH3:60])[CH2:24][CH2:25][CH:26]([OH:59])[CH2:27][C:28]([O:30][CH:31](/[C:36](/[CH3:58])=[CH:37]/[CH:38]=[CH:39]/[CH:40]([CH3:57])[CH2:41][CH:42]2[O:56][CH:43]2[CH:44]([CH3:55])[CH:45]([O:48][C:49](=[O:54])[CH2:50][O:51][CH2:52][CH3:53])[CH2:46][CH3:47])[CH:32]([CH3:35])[CH:33]=[CH:34]1)=[O:29])(=[O:20])[CH3:19]. The catalyst class is: 125. (3) Reactant: [C:1]1([N:7]=[C:8]=[O:9])[CH:6]=[CH:5][CH:4]=[CH:3][CH:2]=1.[NH2:10][CH2:11][CH2:12][CH2:13][CH2:14][N:15]1[C:23]2[C:22]([CH3:24])=[C:21]([CH3:25])[N:20]=[C:19]([NH2:26])[C:18]=2[N:17]=[C:16]1[CH2:27][CH2:28][CH2:29][CH3:30].C(OCC)C. Product: [NH2:26][C:19]1[C:18]2[N:17]=[C:16]([CH2:27][CH2:28][CH2:29][CH3:30])[N:15]([CH2:14][CH2:13][CH2:12][CH2:11][NH:10][C:8]([NH:7][C:1]3[CH:6]=[CH:5][CH:4]=[CH:3][CH:2]=3)=[O:9])[C:23]=2[C:22]([CH3:24])=[C:21]([CH3:25])[N:20]=1. The catalyst class is: 4. (4) Reactant: [C:1]([N:5]1[CH2:10][C:9]2[CH:11]=[C:12]([C:25]([CH3:28])([CH3:27])[CH3:26])[CH:13]=[C:14]([C:15]3[CH:16]=[N:17][C:18]([C:21]([F:24])([F:23])[F:22])=[CH:19][CH:20]=3)[C:8]=2[O:7][CH2:6]1)([CH3:4])([CH3:3])[CH3:2].[CH:29]1([Mg][Cl:36])[CH2:34][CH2:33][CH2:32][CH2:31][CH2:30]1.C(OCC)C.C(O)C. Product: [ClH:36].[C:25]([C:12]1[CH:13]=[C:14]([C:15]2[CH:16]=[N:17][C:18]([C:21]([F:24])([F:22])[F:23])=[CH:19][CH:20]=2)[C:8]([OH:7])=[C:9]([CH2:10][N:5]([C:1]([CH3:4])([CH3:3])[CH3:2])[CH2:6][CH:29]2[CH2:34][CH2:33][CH2:32][CH2:31][CH2:30]2)[CH:11]=1)([CH3:27])([CH3:26])[CH3:28]. The catalyst class is: 295. (5) Reactant: [Cl:1][C:2]1[CH:3]=[C:4]([CH:6]=[C:7]([Cl:10])[C:8]=1[CH3:9])N.N([O-])=O.[Na+].C(OCC)(=O)C.[BrH:21]. Product: [Br:21][C:4]1[CH:6]=[C:7]([Cl:10])[C:8]([CH3:9])=[C:2]([Cl:1])[CH:3]=1. The catalyst class is: 6.